This data is from Full USPTO retrosynthesis dataset with 1.9M reactions from patents (1976-2016). The task is: Predict the reactants needed to synthesize the given product. (1) Given the product [C:22]([C:10]1[C:11]2[C:16](=[CH:15][CH:14]=[C:13]([O:17][C:18]([F:20])([F:21])[F:19])[CH:12]=2)[N:8]([CH2:7][C:6]([OH:25])=[O:5])[CH:9]=1)(=[O:24])[CH3:23], predict the reactants needed to synthesize it. The reactants are: C([O:5][C:6](=[O:25])[CH2:7][N:8]1[C:16]2[C:11](=[CH:12][C:13]([O:17][C:18]([F:21])([F:20])[F:19])=[CH:14][CH:15]=2)[C:10]([C:22](=[O:24])[CH3:23])=[CH:9]1)(C)(C)C.C(O)(C(F)(F)F)=O. (2) Given the product [Cl:22][C:23]1[CH:24]=[C:25]([NH:26][C:19]2[C:20]3[N:12]([CH2:11][CH2:10][OH:9])[CH:13]=[CH:14][C:15]=3[N:16]=[CH:17][N:18]=2)[CH:27]=[CH:28][C:29]=1[O:30][C:31]1[CH:36]=[CH:35][CH:34]=[C:33]([C:37]([F:44])([F:43])[CH2:38][C:39]([CH3:42])([CH3:40])[CH3:41])[CH:32]=1, predict the reactants needed to synthesize it. The reactants are: C([O:9][CH2:10][CH2:11][N:12]1[C:20]2[C:19](Cl)=[N:18][CH:17]=[N:16][C:15]=2[CH:14]=[CH:13]1)(=O)C1C=CC=CC=1.[Cl:22][C:23]1[CH:24]=[C:25]([CH:27]=[CH:28][C:29]=1[O:30][C:31]1[CH:36]=[CH:35][CH:34]=[C:33]([C:37]([F:44])([F:43])[CH2:38][C:39]([CH3:42])([CH3:41])[CH3:40])[CH:32]=1)[NH2:26].C(O)(C)C.[OH-].[Na+]. (3) Given the product [CH2:2]([NH:5][C:6]([CH:8]1[C:16]2[C:11](=[CH:12][CH:13]=[CH:14][CH:15]=2)[CH2:10][N:9]1[C:17](=[O:33])[C:18]1[CH:23]=[C:22]([Cl:24])[C:21]([OH:25])=[CH:20][C:19]=1[OH:29])=[O:7])[CH:3]=[CH2:4], predict the reactants needed to synthesize it. The reactants are: Cl.[CH2:2]([NH:5][C:6]([CH:8]1[C:16]2[C:11](=[CH:12][CH:13]=[CH:14][CH:15]=2)[CH2:10][N:9]1[C:17](=[O:33])[C:18]1[CH:23]=[C:22]([Cl:24])[C:21]([O:25]COC)=[CH:20][C:19]=1[O:29]COC)=[O:7])[CH:3]=[CH2:4].C([O-])(O)=O.[Na+]. (4) Given the product [ClH:60].[ClH:60].[ClH:60].[NH2:31][C@H:27]1[CH2:26][C:25]2[CH:39]=[C:21]([CH:22]=[CH:23][C:24]=2[OH:40])[C:20]2=[CH:41][C:16](=[C:17]([OH:42])[CH:18]=[CH:19]2)[CH2:15][C@@H:14]([C:43]([NH:45][CH2:46][CH:47]([OH:57])[CH2:48][NH2:49])=[O:44])[NH:13][C:12](=[O:58])[C@H:11]([CH2:10][CH2:9][CH2:8][NH2:7])[NH:29][C:28]1=[O:30], predict the reactants needed to synthesize it. The reactants are: C(OC(=O)[NH:7][CH2:8][CH2:9][CH2:10][C@@H:11]1[NH:29][C:28](=[O:30])[C@@H:27]([NH:31]C(OC(C)(C)C)=O)[CH2:26][C:25]2[CH:39]=[C:21]([CH:22]=[CH:23][C:24]=2[OH:40])[C:20]2=[CH:41][C:16](=[C:17]([OH:42])[CH:18]=[CH:19]2)[CH2:15][C@@H:14]([C:43]([NH:45][CH2:46][CH:47]([OH:57])[CH2:48][NH:49]C(OC(C)(C)C)=O)=[O:44])[NH:13][C:12]1=[O:58])(C)(C)C.[ClH:60].O1CCOCC1.